This data is from Forward reaction prediction with 1.9M reactions from USPTO patents (1976-2016). The task is: Predict the product of the given reaction. Given the reactants [CH:1]([C:3]1[O:7][C:6]([C:8]([OH:10])=[O:9])=[CH:5][CH:4]=1)=O.[CH3:11][O:12][C:13](=[O:30])[C:14]1[C:15](=[C:20]([NH:24]CCCCC)[CH:21]=[CH:22][CH:23]=1)[C:16]([O:18][CH3:19])=[O:17].C([O-])(O)=O.[Na+], predict the reaction product. The product is: [CH3:11][O:12][C:13](=[O:30])[C:14]1[C:15](=[C:20]([NH:24][CH2:1][C:3]2[O:7][C:6]([C:8]([OH:10])=[O:9])=[CH:5][CH:4]=2)[CH:21]=[CH:22][CH:23]=1)[C:16]([O:18][CH3:19])=[O:17].